Predict which catalyst facilitates the given reaction. From a dataset of Catalyst prediction with 721,799 reactions and 888 catalyst types from USPTO. (1) Reactant: [N:1]1[CH:2]=[CH:3][N:4]2[CH:9]=[C:8]([C:10]3[CH:11]=[N:12][N:13]([CH:15]4[CH2:20][CH2:19][N:18]([C:21]([O:23][C:24]([CH3:27])([CH3:26])[CH3:25])=[O:22])[CH2:17][CH2:16]4)[CH:14]=3)[CH:7]=[CH:6][C:5]=12.[Br:28]N1C(=O)CCC1=O. Product: [Br:28][C:3]1[N:4]2[CH:9]=[C:8]([C:10]3[CH:11]=[N:12][N:13]([CH:15]4[CH2:20][CH2:19][N:18]([C:21]([O:23][C:24]([CH3:27])([CH3:26])[CH3:25])=[O:22])[CH2:17][CH2:16]4)[CH:14]=3)[CH:7]=[CH:6][C:5]2=[N:1][CH:2]=1. The catalyst class is: 22. (2) Reactant: [NH2:1][C:2]1[CH:3]=[C:4]([C:8]2[CH:17]=[CH:16][C:15]3[N:14]=[CH:13][C:12]4[N:18]([CH3:32])[N:19]=[C:20]([C:21]5[CH:26]=[CH:25][C:24]([C:27]([CH3:31])([CH3:30])[C:28]#[N:29])=[CH:23][CH:22]=5)[C:11]=4[C:10]=3[CH:9]=2)[CH:5]=[N:6][CH:7]=1.[CH3:33][S:34](Cl)(=[O:36])=[O:35]. Product: [C:28]([C:27]([C:24]1[CH:23]=[CH:22][C:21]([C:20]2[C:11]3[C:10]4[CH:9]=[C:8]([C:4]5[CH:3]=[C:2]([NH:1][S:34]([CH3:33])(=[O:36])=[O:35])[CH:7]=[N:6][CH:5]=5)[CH:17]=[CH:16][C:15]=4[N:14]=[CH:13][C:12]=3[N:18]([CH3:32])[N:19]=2)=[CH:26][CH:25]=1)([CH3:30])[CH3:31])#[N:29]. The catalyst class is: 2. (3) Reactant: [CH2:1]([O:3][C:4](=[O:22])[NH:5][C:6]([CH3:21])([CH3:20])[CH2:7][CH2:8][N:9]1C(=O)C2C(=CC=CC=2)C1=O)[CH3:2].O.NN. Product: [NH2:9][CH2:8][CH2:7][C:6]([NH:5][C:4](=[O:22])[O:3][CH2:1][CH3:2])([CH3:21])[CH3:20]. The catalyst class is: 8. (4) Reactant: [OH:1][CH:2]1[CH2:5][N:4]([C:6]([O:8][C:9]([CH3:12])([CH3:11])[CH3:10])=[O:7])[CH2:3]1.[Br:13][C:14]1[CH:19]=[CH:18][C:17](O)=[CH:16][CH:15]=1.C1(P(C2C=CC=CC=2)C2C=CC=CC=2)C=CC=CC=1.CC(OC(/N=N/C(OC(C)C)=O)=O)C. Product: [Br:13][C:14]1[CH:19]=[CH:18][C:17]([O:1][CH:2]2[CH2:3][N:4]([C:6]([O:8][C:9]([CH3:12])([CH3:11])[CH3:10])=[O:7])[CH2:5]2)=[CH:16][CH:15]=1. The catalyst class is: 1. (5) Reactant: Cl.[Br:2][C:3]1[CH:8]=[CH:7][C:6]([C:9](=[NH:11])[NH2:10])=[CH:5][CH:4]=1.C(N(CC)CC)C.[Cl:19][C:20]([SH:23])(Cl)Cl. Product: [Br:2][C:3]1[CH:8]=[CH:7][C:6]([C:9]2[N:10]=[C:20]([Cl:19])[S:23][N:11]=2)=[CH:5][CH:4]=1. The catalyst class is: 2.